Dataset: Full USPTO retrosynthesis dataset with 1.9M reactions from patents (1976-2016). Task: Predict the reactants needed to synthesize the given product. (1) Given the product [CH2:1]([N:3]1[C:7]([C:8]2[CH:9]=[N:10][N:11]3[C:26](=[O:27])[CH:25]=[C:24]([C:20]4[CH:19]=[C:18]5[C:23](=[CH:22][CH:21]=4)[N:15]([CH3:14])[N:16]=[CH:17]5)[NH:13][C:12]=23)=[CH:6][CH:5]=[N:4]1)[CH3:2], predict the reactants needed to synthesize it. The reactants are: [CH2:1]([N:3]1[C:7]([C:8]2[CH:9]=[N:10][NH:11][C:12]=2[NH2:13])=[CH:6][CH:5]=[N:4]1)[CH3:2].[CH3:14][N:15]1[C:23]2[C:18](=[CH:19][C:20]([C:24](=O)[CH2:25][C:26](OCC)=[O:27])=[CH:21][CH:22]=2)[CH:17]=[N:16]1.CC1C=CC(S(O)(=O)=O)=CC=1. (2) Given the product [CH3:20][N:7]1[C:8]2[C:13](=[CH:12][C:11]([C:16]([F:18])([F:19])[F:17])=[CH:10][CH:9]=2)[C:14]([CH3:15])=[C:6]1[C:4]([OH:5])=[O:3], predict the reactants needed to synthesize it. The reactants are: C([O:3][C:4]([C:6]1[N:7]([CH3:20])[C:8]2[C:13]([C:14]=1[CH3:15])=[CH:12][C:11]([C:16]([F:19])([F:18])[F:17])=[CH:10][CH:9]=2)=[O:5])C.IC. (3) Given the product [Br:33][C:16]1[C:17]2[NH:23][N:22]=[C:21]([O:24][CH3:25])[C:18]=2[CH:19]=[N:20][C:15]=1[NH:14][C:12]([NH:11][C@@H:4]([C:5]1[CH:10]=[CH:9][CH:8]=[CH:7][CH:6]=1)[CH2:3][O:2][CH3:1])=[O:13], predict the reactants needed to synthesize it. The reactants are: [CH3:1][O:2][CH2:3][C@@H:4]([NH:11][C:12]([NH:14][C:15]1[N:20]=[CH:19][C:18]2[C:21]([O:24][CH3:25])=[N:22][NH:23][C:17]=2[CH:16]=1)=[O:13])[C:5]1[CH:10]=[CH:9][CH:8]=[CH:7][CH:6]=1.C1C(=O)N([Br:33])C(=O)C1.O. (4) Given the product [C:1]([NH:4][C:5]1[CH:10]=[C:9]([O:11][C:12]2[C:17]([F:18])=[CH:16][C:15]([NH:19][C:20]([C:22]3[C:23](=[O:36])[N:24]([C:29]4[CH:34]=[CH:33][C:32]([F:35])=[CH:31][CH:30]=4)[CH:25]=[CH:26][C:27]=3[NH:40][CH2:38][CH3:39])=[O:21])=[C:14]([F:37])[CH:13]=2)[CH:8]=[CH:7][N:6]=1)(=[O:3])[CH3:2], predict the reactants needed to synthesize it. The reactants are: [C:1]([NH:4][C:5]1[CH:10]=[C:9]([O:11][C:12]2[C:17]([F:18])=[CH:16][C:15]([NH:19][C:20]([C:22]3[C:23](=[O:36])[N:24]([C:29]4[CH:34]=[CH:33][C:32]([F:35])=[CH:31][CH:30]=4)[CH:25]=[CH:26][C:27]=3I)=[O:21])=[C:14]([F:37])[CH:13]=2)[CH:8]=[CH:7][N:6]=1)(=[O:3])[CH3:2].[CH2:38]([NH2:40])[CH3:39]. (5) Given the product [C:16]([O:20][C:21]([N:23]1[CH2:27][CH2:26][CH:25]([CH2:28][NH:29][CH2:11][C:10]2[CH:13]=[CH:14][CH:15]=[C:8]([C:6]3[CH:5]=[CH:4][N:3]=[C:2]([Cl:1])[N:7]=3)[CH:9]=2)[CH2:24]1)=[O:22])([CH3:19])([CH3:18])[CH3:17], predict the reactants needed to synthesize it. The reactants are: [Cl:1][C:2]1[N:7]=[C:6]([C:8]2[CH:9]=[C:10]([CH:13]=[CH:14][CH:15]=2)[CH:11]=O)[CH:5]=[CH:4][N:3]=1.[C:16]([O:20][C:21]([N:23]1[CH2:27][CH2:26][CH:25]([CH2:28][NH2:29])[CH2:24]1)=[O:22])([CH3:19])([CH3:18])[CH3:17]. (6) Given the product [N+:11](=[CH:12][C:13]([O:27][CH2:26]/[CH:25]=[CH:24]/[C:23]1[CH:22]=[CH:21][C:20]([NH:28][C:29]([O:30][CH2:31][C:32]2[CH:37]=[CH:36][CH:35]=[CH:34][CH:33]=2)=[O:38])=[CH:19][C:18]=1[F:17])=[O:14])=[N-:10], predict the reactants needed to synthesize it. The reactants are: C1(C)C=CC(S([NH:10][N:11]=[CH:12][C:13](Cl)=[O:14])(=O)=O)=CC=1.[F:17][C:18]1[CH:19]=[C:20]([NH:28][C:29](=[O:38])[O:30][CH2:31][C:32]2[CH:37]=[CH:36][CH:35]=[CH:34][CH:33]=2)[CH:21]=[CH:22][C:23]=1/[CH:24]=[CH:25]/[CH2:26][OH:27].CN(C)C1C=CC=CC=1.C(N(CC)CC)C. (7) Given the product [F:1][C:2]1[CH:10]=[C:9]([F:11])[CH:8]=[C:7]2[C:3]=1[CH2:4][C@@H:5]([OH:29])[C@@H:6]2[N:12]1[C:20]2[CH2:19][CH2:18][N:17]([C:37](=[O:40])[CH2:38][CH3:39])[CH2:16][C:15]=2[C:14]([C:21]2[CH:22]=[C:23]([CH:26]=[CH:27][CH:28]=2)[C:24]#[N:25])=[N:13]1, predict the reactants needed to synthesize it. The reactants are: [F:1][C:2]1[CH:10]=[C:9]([F:11])[CH:8]=[C:7]2[C:3]=1[CH2:4][C@@H:5]([OH:29])[C@@H:6]2[N:12]1[C:20]2[CH2:19][CH2:18][NH:17][CH2:16][C:15]=2[C:14]([C:21]2[CH:22]=[C:23]([CH:26]=[CH:27][CH:28]=2)[C:24]#[N:25])=[N:13]1.C(N(CC)CC)C.[C:37](Cl)(=[O:40])[CH2:38][CH3:39].C([O-])(O)=O.[Na+]. (8) The reactants are: [CH3:1][O:2][CH2:3][CH2:4][N:5]1[CH2:11][CH2:10][C:9]2[CH:12]=[C:13]([NH2:16])[CH:14]=[CH:15][C:8]=2[CH2:7][CH2:6]1.[Cl:17][C:18]1[CH:23]=[CH:22][CH:21]=[CH:20][C:19]=1[NH:24][C:25]1[C:30]([Cl:31])=[CH:29][N:28]=[C:27](Cl)[N:26]=1. Given the product [Cl:31][C:30]1[C:25]([NH:24][C:19]2[CH:20]=[CH:21][CH:22]=[CH:23][C:18]=2[Cl:17])=[N:26][C:27]([NH:16][C:13]2[CH:14]=[CH:15][C:8]3[CH2:7][CH2:6][N:5]([CH2:4][CH2:3][O:2][CH3:1])[CH2:11][CH2:10][C:9]=3[CH:12]=2)=[N:28][CH:29]=1, predict the reactants needed to synthesize it. (9) Given the product [OH:22][C:14]1[CH:13]=[C:12]([NH:11][S:8]([C:4]2[CH:3]=[C:2]([C:31]3[CH:36]=[CH:35][CH:34]=[CH:33][C:32]=3[OH:37])[CH:7]=[CH:6][CH:5]=2)(=[O:10])=[O:9])[CH:21]=[CH:20][C:15]=1[C:16]([O:18][CH3:19])=[O:17], predict the reactants needed to synthesize it. The reactants are: Br[C:2]1[CH:3]=[C:4]([S:8]([NH:11][C:12]2[CH:21]=[CH:20][C:15]([C:16]([O:18][CH3:19])=[O:17])=[C:14]([OH:22])[CH:13]=2)(=[O:10])=[O:9])[CH:5]=[CH:6][CH:7]=1.CC1(C)C(C)(C)OB([C:31]2[CH:36]=[CH:35][CH:34]=[CH:33][C:32]=2[OH:37])O1.CCN(C(C)C)C(C)C.C(Cl)Cl.C(O)(C(F)(F)F)=O. (10) Given the product [CH3:1][O:2][CH2:3][CH2:4][CH2:5][O:6][C:7]1[CH:12]=[CH:11][N:10]=[C:9]([CH2:13][S:14]([C:15]2[NH:16][C:17]3[CH:23]=[CH:22][CH:21]=[CH:20][C:18]=3[N:19]=2)=[O:25])[C:8]=1[CH3:24], predict the reactants needed to synthesize it. The reactants are: [CH3:1][O:2][CH2:3][CH2:4][CH2:5][O:6][C:7]1[CH:12]=[CH:11][N:10]=[C:9]([CH2:13][S:14][C:15]2[NH:19][C:18]3[CH:20]=[CH:21][CH:22]=[CH:23][C:17]=3[N:16]=2)[C:8]=1[CH3:24].[OH-:25].[Na+].